From a dataset of Experimentally validated miRNA-target interactions with 360,000+ pairs, plus equal number of negative samples. Binary Classification. Given a miRNA mature sequence and a target amino acid sequence, predict their likelihood of interaction. (1) The miRNA is hsa-miR-4304 with sequence CCGGCAUGUCCAGGGCA. The protein sequence of the target gene is MLQCRPAQEFSFGPRALKDALVSTDAALQQLYVSAFSPAERLFLAEAYNPQRTLFCTLLIRTGFDWLLSRPEAPEDFQTFHASLQHRKPRLARKHIYLQPIDLSEEPVGSSLLHQLCSCTEAFFLGLRVKCLPSVAAASIRCSSRPSRDSDRLQLHTDGILSFLKNNKPGDALCVLGLTLSDLYPHEAWSFTFSKFLPGHEVGVCSFARFSGEFPKSGPSAPDLALVEAAADGPEAPLQDRGWALCFSALGMVQCCKVTCHELCHLLGLGNCRWLRCLMQGALSLDEALRRPLDLCPICL.... Result: 1 (interaction). (2) The miRNA is mmu-miR-466l-5p with sequence UUGUGUGUACAUGUACAUGUAU. The protein sequence of the target gene is MDHKPLLQERPPAYNLEAGQGDYACGPHGYGAIPAAPPPPPYPYLVTGIPTHHPRVYNIHSRTVTRYPANSIVVVGGCPVCRVGVLEDCFTFLGIFLAIILFPFGFICCFALRKRRCPNCGATFA. Result: 0 (no interaction). (3) The miRNA is hsa-miR-4490 with sequence UCUGGUAAGAGAUUUGGGCAUA. Result: 0 (no interaction). The protein sequence of the target gene is MAETKDAAQMLVTFKDVAVTFTREEWRQLDLAQRTLYREVMLETCGLLVSLGHRVPKPELVHLLEHGQELWIVKRGLSHATCAGDRAQVHTREPTTYPPVLSERAFLRGSLTLESSTSSDSRLGRARDEEGLLEMQKGKVTPETDLHKETHLGKVSLEGEGLGTDDGLHSRALQEWLSADVLHECDSQQPGKDALIHAGTNPYKCKQCGKGFNRKWYLVRHQRVHTGMKPYECNACGKAFSQSSTLIRHYLIHTGEKPYKCLECGKAFKRRSYLMQHHPIHTGEKPYECSQCRKAFTHRS.... (4) The miRNA is hsa-miR-583 with sequence CAAAGAGGAAGGUCCCAUUAC. The protein sequence of the target gene is MAEVGPGRVTVSRLGRGLRLGHRRPQTWEISDSDGEGVPAREVGTQAPSPAGERRAAAKALRADQVLGRLVVCVDPAVLEDAGSDILMEALGTLGCECRIEPQHQARSLQWNVVRPDPAPSNVPLEAKAENEQEQLLLLEPQEFLQGAAQLTQITDPPCSIPWLSPKSLTRSHLAVIGLDAYLWSHQLSSQKTWQLKKSKEAHARGAISWAEVEEILVLLQLHANLDVLLMASWQELSQYVCAFTRALSQLPSKQHRDSQAFSFCTAGHWASGQQVTRDGSGLRGVWWRQIRQFNRVSPA.... Result: 0 (no interaction). (5) Result: 0 (no interaction). The protein sequence of the target gene is MDPARKAGAQAMIWTAGWLLLLLLRGGAQALECYSCVQKADDGCSPNKMKTVKCAPGVDVCTEAVGAVETIHGQFSLAVRGCGSGLPGKNDRGLDLHGLLAFIQLQQCAQDRCNAKLNLTSRALDPAGNESAYPPNGVECYSCVGLSREACQGTSPPVVSCYNASDHVYKGCFDGNVTLTAANVTVSLPVRGCVQDEFCTRDGVTGPGFTLSGSCCQGSRCNSDLRNKTYFSPRIPPLVRLPPPEPTTVASTTSVTTSTSAPVRPTSTTKPMPAPTSQTPRQGVEHEASRDEEPRLTGGA.... The miRNA is mmu-miR-654-5p with sequence UGGUAAGCUGCAGAACAUGUGU.